This data is from Catalyst prediction with 721,799 reactions and 888 catalyst types from USPTO. The task is: Predict which catalyst facilitates the given reaction. (1) Reactant: Br[C:2]1[CH:3]=[C:4]([CH:11]=[CH:12][CH:13]=1)[O:5][CH2:6][CH2:7][N:8]([CH3:10])[CH3:9].C([O-])(=O)C.[K+].[B:19]1([B:19]2[O:23][C:22]([CH3:25])([CH3:24])[C:21]([CH3:27])([CH3:26])[O:20]2)[O:23][C:22]([CH3:25])([CH3:24])[C:21]([CH3:27])([CH3:26])[O:20]1.C(Cl)Cl. Product: [CH3:9][N:8]([CH3:10])[CH2:7][CH2:6][O:5][C:4]1[CH:11]=[CH:12][CH:13]=[C:2]([B:19]2[O:23][C:22]([CH3:25])([CH3:24])[C:21]([CH3:27])([CH3:26])[O:20]2)[CH:3]=1. The catalyst class is: 438. (2) Reactant: C(P1(=O)OP(CCC)(=O)OP(CCC)(=O)O1)CC.[NH2:19][C:20]1[CH:21]=[C:22]([CH:26]=[C:27]([O:29][C:30]([F:33])([F:32])[F:31])[CH:28]=1)[C:23]([OH:25])=O.[O:34]1[CH2:39][CH2:38][N:37]([CH2:40][CH2:41][NH2:42])[CH2:36][CH2:35]1. Product: [NH2:19][C:20]1[CH:21]=[C:22]([CH:26]=[C:27]([O:29][C:30]([F:33])([F:32])[F:31])[CH:28]=1)[C:23]([NH:42][CH2:41][CH2:40][N:37]1[CH2:38][CH2:39][O:34][CH2:35][CH2:36]1)=[O:25]. The catalyst class is: 2. (3) Reactant: [S:1]([Cl:5])(=O)(=[O:3])[OH:2].[C:6]1([N:12]2[CH2:17][CH2:16][O:15][CH2:14][CH2:13]2)[CH:11]=[CH:10][CH:9]=[CH:8][CH:7]=1. Product: [O:15]1[CH2:16][CH2:17][N:12]([C:6]2[CH:11]=[CH:10][C:9]([S:1]([Cl:5])(=[O:3])=[O:2])=[CH:8][CH:7]=2)[CH2:13][CH2:14]1. The catalyst class is: 170. (4) Reactant: [Cl:1][C:2]1[CH:31]=[CH:30][CH:29]=[C:28]([Cl:32])[C:3]=1[C:4]([NH:6][C@@H:7]([CH2:11]/[CH:12]=[CH:13]/[C:14]1[CH:19]=[CH:18][C:17]([N:20]([CH3:27])[C:21]2[N:26]=[CH:25][CH:24]=[CH:23][N:22]=2)=[CH:16][CH:15]=1)[C:8]([OH:10])=[O:9])=[O:5].[OH-].[Na+:34]. Product: [Na+:34].[Cl:1][C:2]1[CH:31]=[CH:30][CH:29]=[C:28]([Cl:32])[C:3]=1[C:4]([NH:6][C@@H:7]([CH2:11]/[CH:12]=[CH:13]/[C:14]1[CH:15]=[CH:16][C:17]([N:20]([CH3:27])[C:21]2[N:22]=[CH:23][CH:24]=[CH:25][N:26]=2)=[CH:18][CH:19]=1)[C:8]([O-:10])=[O:9])=[O:5]. The catalyst class is: 5. (5) Reactant: Br[C:2]1[CH:7]=[CH:6][CH:5]=[CH:4][C:3]=1[S:8][CH2:9][C:10]([N:12]([CH:22]([CH3:24])[CH3:23])[NH:13][C:14](=[O:21])[C:15]1[CH:20]=[CH:19][CH:18]=[CH:17][CH:16]=1)=[O:11].C([O-])([O-])=O.[Na+].[Na+].[CH3:31][O:32][C:33]1[CH:38]=[CH:37][CH:36]=[CH:35][C:34]=1B(O)O. Product: [CH3:31][O:32][C:33]1[CH:38]=[CH:37][CH:36]=[CH:35][C:34]=1[C:2]1[CH:7]=[CH:6][CH:5]=[CH:4][C:3]=1[S:8][CH2:9][C:10]([N:12]([CH:22]([CH3:24])[CH3:23])[NH:13][C:14](=[O:21])[C:15]1[CH:20]=[CH:19][CH:18]=[CH:17][CH:16]=1)=[O:11]. The catalyst class is: 57.